The task is: Predict the product of the given reaction.. This data is from Forward reaction prediction with 1.9M reactions from USPTO patents (1976-2016). (1) Given the reactants [C:1]([C:5]1[CH:10]=[CH:9][CH:8]=[CH:7][C:6]=1[N:11]1[CH2:16][CH2:15][N:14]([C:17](=[O:30])[C:18]([N:20]2[CH2:25][CH2:24][CH:23]([C:26]([O:28]C)=[O:27])[CH2:22][CH2:21]2)=[O:19])[CH2:13][CH2:12]1)([CH3:4])([CH3:3])[CH3:2].[OH-].[Li+].Cl, predict the reaction product. The product is: [C:1]([C:5]1[CH:10]=[CH:9][CH:8]=[CH:7][C:6]=1[N:11]1[CH2:16][CH2:15][N:14]([C:17](=[O:30])[C:18]([N:20]2[CH2:25][CH2:24][CH:23]([C:26]([OH:28])=[O:27])[CH2:22][CH2:21]2)=[O:19])[CH2:13][CH2:12]1)([CH3:4])([CH3:2])[CH3:3]. (2) Given the reactants [S-:1][C:2]#[N:3].[K+].[NH2:5][C:6]1[CH:32]=[CH:31][C:9]([O:10][C:11]2[CH:12]=[C:13]([NH:17][C:18](=[O:30])[C:19]3[CH:24]=[CH:23][CH:22]=[C:21]([C:25]([C:28]#[N:29])([CH3:27])[CH3:26])[CH:20]=3)[CH:14]=[CH:15][CH:16]=2)=[C:8]([F:33])[CH:7]=1.BrBr, predict the reaction product. The product is: [NH2:3][C:2]1[S:1][C:32]2[CH:31]=[C:9]([O:10][C:11]3[CH:12]=[C:13]([NH:17][C:18](=[O:30])[C:19]4[CH:24]=[CH:23][CH:22]=[C:21]([C:25]([C:28]#[N:29])([CH3:27])[CH3:26])[CH:20]=4)[CH:14]=[CH:15][CH:16]=3)[C:8]([F:33])=[CH:7][C:6]=2[N:5]=1.